Dataset: Full USPTO retrosynthesis dataset with 1.9M reactions from patents (1976-2016). Task: Predict the reactants needed to synthesize the given product. (1) The reactants are: [Cl:1][C:2]1[C:7]([Cl:8])=[CH:6][CH:5]=[CH:4][C:3]=1[S:9]([N:12]([C:21]1[C:26]([O:27][CH3:28])=[N:25][C:24](Cl)=[CH:23][N:22]=1)[CH2:13][O:14][CH2:15][CH2:16][Si:17]([CH3:20])([CH3:19])[CH3:18])(=[O:11])=[O:10].Cl.[N:31]1[CH:36]=[CH:35][C:34]([CH2:37][CH2:38][SH:39])=[CH:33][CH:32]=1.C(=O)([O-])[O-].[Cs+].[Cs+].Cl. Given the product [Cl:1][C:2]1[C:7]([Cl:8])=[CH:6][CH:5]=[CH:4][C:3]=1[S:9]([N:12]([C:21]1[C:26]([O:27][CH3:28])=[N:25][C:24]([S:39][CH2:38][CH2:37][C:34]2[CH:35]=[CH:36][N:31]=[CH:32][CH:33]=2)=[CH:23][N:22]=1)[CH2:13][O:14][CH2:15][CH2:16][Si:17]([CH3:19])([CH3:20])[CH3:18])(=[O:11])=[O:10], predict the reactants needed to synthesize it. (2) Given the product [C:1]([O:5][C:6]([N:8]1[CH2:17][CH2:16][C:15]2[C:10](=[CH:11][C:12]([CH2:18][C:20]#[N:21])=[CH:13][CH:14]=2)[CH2:9]1)=[O:7])([CH3:4])([CH3:3])[CH3:2], predict the reactants needed to synthesize it. The reactants are: [C:1]([O:5][C:6]([N:8]1[CH2:17][CH2:16][C:15]2[C:10](=[CH:11][C:12]([CH2:18]Br)=[CH:13][CH:14]=2)[CH2:9]1)=[O:7])([CH3:4])([CH3:3])[CH3:2].[C-:20]#[N:21].[Na+]. (3) Given the product [Br:34][CH2:1][C:2]1[CH:26]=[CH:25][C:5]2[N:6]=[C:7]([C:9]3[CH:14]=[CH:13][C:12]([C:15]4[CH:16]=[CH:17][CH:18]=[CH:19][CH:20]=4)=[C:11]([C:21]([F:22])([F:23])[F:24])[CH:10]=3)[S:8][C:4]=2[CH:3]=1, predict the reactants needed to synthesize it. The reactants are: [CH3:1][C:2]1[CH:26]=[CH:25][C:5]2[N:6]=[C:7]([C:9]3[CH:14]=[CH:13][C:12]([C:15]4[CH:20]=[CH:19][CH:18]=[CH:17][CH:16]=4)=[C:11]([C:21]([F:24])([F:23])[F:22])[CH:10]=3)[S:8][C:4]=2[CH:3]=1.C1C(=O)N([Br:34])C(=O)C1.CC(N=NC(C#N)(C)C)(C#N)C. (4) Given the product [F:36][C:2]([F:1])([F:35])[C:3]1[CH:4]=[C:5]([CH:28]=[C:29]([C:31]([F:32])([F:33])[F:34])[CH:30]=1)[CH2:6][N:7]([C@@H:14]1[C:20]2=[CH:21][C:22]3[CH2:23][O:24][CH2:25][C:26]=3[CH:27]=[C:19]2[N:18]([CH2:42][CH:37]2[CH2:41][CH2:40][CH2:39][CH2:38]2)[CH2:17][CH2:16][CH2:15]1)[C:8]1[N:9]=[N:10][N:11]([CH3:13])[N:12]=1, predict the reactants needed to synthesize it. The reactants are: [F:1][C:2]([F:36])([F:35])[C:3]1[CH:4]=[C:5]([CH:28]=[C:29]([C:31]([F:34])([F:33])[F:32])[CH:30]=1)[CH2:6][N:7]([C@@H:14]1[C:20]2=[CH:21][C:22]3[CH2:23][O:24][CH2:25][C:26]=3[CH:27]=[C:19]2[NH:18][CH2:17][CH2:16][CH2:15]1)[C:8]1[N:9]=[N:10][N:11]([CH3:13])[N:12]=1.[CH:37]1([CH:42]=O)[CH2:41][CH2:40][CH2:39][CH2:38]1.C(O)(=O)C.C(O[BH-](OC(=O)C)OC(=O)C)(=O)C.[Na+]. (5) Given the product [NH2:10][C:9]1[N:1]=[CH:2][N:3]=[C:4]2[C:8]=1[N:7]=[CH:6][N:5]2[CH:16]1[CH2:17][CH2:12][CH2:13][N:14]([C:18]([O:20][C:21]([CH3:24])([CH3:23])[CH3:22])=[O:19])[CH2:15]1, predict the reactants needed to synthesize it. The reactants are: [N:1]1[C:9]([NH2:10])=[C:8]2[C:4]([NH:5][CH:6]=[N:7]2)=[N:3][CH:2]=1.O[CH:12]1[CH2:17][CH2:16][CH2:15][N:14]([C:18]([O:20][C:21]([CH3:24])([CH3:23])[CH3:22])=[O:19])[CH2:13]1.C1C=CC(P(C2C=CC=CC=2)C2C=CC=CC=2)=CC=1.CC(OC(/N=N/C(OC(C)C)=O)=O)C. (6) The reactants are: [C:1]([C:4]1[NH:14][C:7]2=[N:8][CH:9]=[C:10]([C:12]#N)[CH:11]=[C:6]2[CH:5]=1)(=[O:3])[CH3:2].CC(C[AlH]CC(C)C)C.CO.[OH:26]S(O)(=O)=O. Given the product [OH:3][CH:1]([C:4]1[NH:14][C:7]2=[N:8][CH:9]=[C:10]([CH:12]=[O:26])[CH:11]=[C:6]2[CH:5]=1)[CH3:2], predict the reactants needed to synthesize it. (7) Given the product [C:13]1([CH3:26])[CH:14]=[CH:15][C:16]([C:19]2[N:23]=[C:22]([CH2:24][NH:25][C:9](=[O:10])[CH2:8][O:7][C:4]3[CH:5]=[CH:6][C:1]([CH3:12])=[CH:2][CH:3]=3)[O:21][N:20]=2)=[CH:17][CH:18]=1, predict the reactants needed to synthesize it. The reactants are: [C:1]1([CH3:12])[CH:6]=[CH:5][C:4]([O:7][CH2:8][C:9](Cl)=[O:10])=[CH:3][CH:2]=1.[C:13]1([CH3:26])[CH:18]=[CH:17][C:16]([C:19]2[N:23]=[C:22]([CH2:24][NH2:25])[O:21][N:20]=2)=[CH:15][CH:14]=1.C(N(CC)CC)C. (8) Given the product [N:23]1[C:31]([NH:32][C:13]([CH:10]2[CH2:9][CH2:8][N:7]([C:2]3[N:1]=[CH:6][CH:5]=[CH:4][N:3]=3)[CH2:12][CH2:11]2)=[O:15])=[C:30]2[C:26]([N:27]=[CH:28][NH:29]2)=[N:25][CH:24]=1, predict the reactants needed to synthesize it. The reactants are: [N:1]1[CH:6]=[CH:5][CH:4]=[N:3][C:2]=1[N:7]1[CH2:12][CH2:11][CH:10]([C:13]([OH:15])=O)[CH2:9][CH2:8]1.BrC1N=CC=CN=1.[N:23]1[C:31]([NH2:32])=[C:30]2[C:26]([N:27]=[CH:28][NH:29]2)=[N:25][CH:24]=1.